Predict which catalyst facilitates the given reaction. From a dataset of Catalyst prediction with 721,799 reactions and 888 catalyst types from USPTO. (1) Product: [F:1][C:2]1[CH:3]=[CH:4][C:5]([N:8]2[C:16]3[C:11](=[CH:12][C:13]([C:17]([C:19]4[CH:20]=[CH:21][CH:22]=[CH:23][CH:24]=4)=[O:18])=[CH:14][CH:15]=3)[CH:10]=[N:9]2)=[CH:6][CH:7]=1. The catalyst class is: 2. Reactant: [F:1][C:2]1[CH:7]=[CH:6][C:5]([N:8]2[C:16]3[C:11](=[CH:12][C:13]([CH:17]([C:19]4[CH:24]=[CH:23][CH:22]=[CH:21][CH:20]=4)[OH:18])=[CH:14][CH:15]=3)[CH:10]=[N:9]2)=[CH:4][CH:3]=1.CC(OI1(OC(C)=O)(OC(C)=O)OC(=O)C2C=CC=CC1=2)=O. (2) Reactant: [CH2:1]([O:8][C:9]([N:11]([CH3:17])[C@H:12]([C:14]([OH:16])=O)[CH3:13])=[O:10])[C:2]1[CH:7]=[CH:6][CH:5]=[CH:4][CH:3]=1.[NH2:18][C@@H:19]([CH:24]1[CH2:29][CH2:28][CH2:27][CH2:26][CH2:25]1)[C:20]([O:22][CH3:23])=[O:21].ClC1N=C(OC)N=C(OC)N=1.CN1CCOCC1. The catalyst class is: 13. Product: [CH2:1]([O:8][C:9]([N:11]([CH3:17])[C@H:12]([C:14]([NH:18][C@@H:19]([CH:24]1[CH2:29][CH2:28][CH2:27][CH2:26][CH2:25]1)[C:20]([O:22][CH3:23])=[O:21])=[O:16])[CH3:13])=[O:10])[C:2]1[CH:3]=[CH:4][CH:5]=[CH:6][CH:7]=1. (3) Reactant: [O:1]=[C:2]1[CH:7]([C:8]([O:10][CH2:11][CH3:12])=[O:9])[CH2:6][CH2:5][NH:4][CH2:3]1.CCN(CC)CC.[CH3:20][C:21]([O:24][C:25](O[C:25]([O:24][C:21]([CH3:23])([CH3:22])[CH3:20])=[O:26])=[O:26])([CH3:23])[CH3:22]. Product: [O:1]=[C:2]1[CH:7]([C:8]([O:10][CH2:11][CH3:12])=[O:9])[CH2:6][CH2:5][N:4]([C:25]([O:24][C:21]([CH3:23])([CH3:22])[CH3:20])=[O:26])[CH2:3]1. The catalyst class is: 5. (4) Product: [Cl:1][C:2]1[CH:7]=[CH:6][C:5](/[CH:8]=[CH:9]/[CH2:10][OH:11])=[CH:4][C:3]=1[F:15]. Reactant: [Cl:1][C:2]1[CH:7]=[CH:6][C:5](/[CH:8]=[CH:9]/[C:10](OCC)=[O:11])=[CH:4][C:3]=1[F:15].[H-].C([Al+]CC(C)C)C(C)C. The catalyst class is: 11. (5) Reactant: [CH3:1][C:2]1[S:3][CH:4]=[CH:5][N:6]=1.C([Li])CCC.CCCCCC.[O:18]=[C:19]([CH3:25])[C:20]([O:22][CH2:23][CH3:24])=[O:21].[Cl-].[NH4+]. Product: [OH:18][C:19]([C:4]1[S:3][C:2]([CH3:1])=[N:6][CH:5]=1)([CH3:25])[C:20]([O:22][CH2:23][CH3:24])=[O:21]. The catalyst class is: 1.